From a dataset of Reaction yield outcomes from USPTO patents with 853,638 reactions. Predict the reaction yield, written as a fraction of the theoretical maximum amount of product (1.0 means a 100% yield; for example, 0.34 means a 34% yield). (1) The reactants are C(N(S(F)(F)[F:7])CC)C.[Br:10][CH2:11][C:12]1[CH:17]=[CH:16][C:15]([C:18](O)([C:23]([F:26])([F:25])[F:24])[C:19]([F:22])([F:21])[F:20])=[CH:14][CH:13]=1. The catalyst is ClCCl. The product is [Br:10][CH2:11][C:12]1[CH:17]=[CH:16][C:15]([C:18]([F:7])([C:23]([F:26])([F:25])[F:24])[C:19]([F:22])([F:21])[F:20])=[CH:14][CH:13]=1. The yield is 0.500. (2) The reactants are [CH:1]([N:4]1[C:8]([C:9]2[S:10][C:11]3[CH2:12][CH2:13][O:14][C:15]4[CH:22]=[C:21]([C:23]5[CH:24]=[C:25]([CH2:29][C:30](O)=[O:31])[CH:26]=[CH:27][CH:28]=5)[CH:20]=[CH:19][C:16]=4[C:17]=3[N:18]=2)=[N:7][CH:6]=[N:5]1)([CH3:3])[CH3:2].CC[N:35](C(C)C)C(C)C.[Cl-].[NH4+].CN(C(ON1N=NC2C=CC=NC1=2)=[N+](C)C)C.F[P-](F)(F)(F)(F)F. The catalyst is CN(C=O)C.O. The product is [CH:1]([N:4]1[C:8]([C:9]2[S:10][C:11]3[CH2:12][CH2:13][O:14][C:15]4[CH:22]=[C:21]([C:23]5[CH:24]=[C:25]([CH2:29][C:30]([NH2:35])=[O:31])[CH:26]=[CH:27][CH:28]=5)[CH:20]=[CH:19][C:16]=4[C:17]=3[N:18]=2)=[N:7][CH:6]=[N:5]1)([CH3:2])[CH3:3]. The yield is 0.560. (3) The reactants are [OH:1][C:2]1[C:6]([CH2:7][C:8]([O:10][CH3:11])=[O:9])=[CH:5][N:4]([C:12]2[CH:17]=[CH:16][CH:15]=[CH:14][CH:13]=2)[N:3]=1.Cl[CH2:19][C:20]1[CH:39]=[CH:38][C:23]([O:24][CH2:25][C:26]2[N:27]=[C:28]([C:32]3[CH:37]=[CH:36][CH:35]=[CH:34][CH:33]=3)[O:29][C:30]=2[CH3:31])=[C:22]([O:40][CH3:41])[CH:21]=1.C(=O)([O-])[O-].[K+].[K+].CN(C)C=O. The catalyst is O. The product is [CH3:41][O:40][C:22]1[CH:21]=[C:20]([CH:39]=[CH:38][C:23]=1[O:24][CH2:25][C:26]1[N:27]=[C:28]([C:32]2[CH:37]=[CH:36][CH:35]=[CH:34][CH:33]=2)[O:29][C:30]=1[CH3:31])[CH2:19][O:1][C:2]1[C:6]([CH2:7][C:8]([O:10][CH3:11])=[O:9])=[CH:5][N:4]([C:12]2[CH:17]=[CH:16][CH:15]=[CH:14][CH:13]=2)[N:3]=1. The yield is 0.550.